This data is from Forward reaction prediction with 1.9M reactions from USPTO patents (1976-2016). The task is: Predict the product of the given reaction. Given the reactants [C:1]1([C:7]2[NH:8][CH:9]=[CH:10][N:11]=2)[CH:6]=[CH:5][CH:4]=[CH:3][CH:2]=1.[CH:12]([N-]C(C)C)(C)C.[Li+].S(OC)(OC)(=O)=O.[Cl-].[NH4+], predict the reaction product. The product is: [CH3:12][N:11]1[CH:10]=[CH:9][N:8]=[C:7]1[C:1]1[CH:2]=[CH:3][CH:4]=[CH:5][CH:6]=1.